The task is: Predict the reaction yield, written as a fraction of the theoretical maximum amount of product (1.0 means a 100% yield; for example, 0.34 means a 34% yield).. This data is from Reaction yield outcomes from USPTO patents with 853,638 reactions. (1) The reactants are [Br:1][C:2]1[CH:11]=[C:10]2[C:5]([C:6](Cl)=[N:7][C:8]([O:12][CH3:13])=[N:9]2)=[CH:4][CH:3]=1.[CH3:15][O:16][C:17]1[CH:22]=[C:21]([C:23]([F:26])([F:25])[F:24])[CH:20]=[CH:19][C:18]=1B(O)O.C(=O)([O-])[O-].[K+].[K+].O. The catalyst is O1CCOCC1.C1C=CC(P(C2C=CC=CC=2)[C-]2C=CC=C2)=CC=1.C1C=CC(P(C2C=CC=CC=2)[C-]2C=CC=C2)=CC=1.Cl[Pd]Cl.[Fe+2].C(Cl)Cl. The product is [Br:1][C:2]1[CH:11]=[C:10]2[C:5]([C:6]([C:18]3[CH:19]=[CH:20][C:21]([C:23]([F:26])([F:25])[F:24])=[CH:22][C:17]=3[O:16][CH3:15])=[N:7][C:8]([O:12][CH3:13])=[N:9]2)=[CH:4][CH:3]=1. The yield is 0.0539. (2) The product is [CH:1]([N:4]1[CH2:9][CH2:8][CH:7]([O:10][C:11]2[CH:16]=[CH:15][C:14]([C:17]3([CH2:23][NH:24][C:32](=[O:34])[CH3:33])[CH2:18][CH2:19][O:20][CH2:21][CH2:22]3)=[CH:13][CH:12]=2)[CH2:6][CH2:5]1)([CH3:3])[CH3:2]. The yield is 0.720. The reactants are [CH:1]([N:4]1[CH2:9][CH2:8][CH:7]([O:10][C:11]2[CH:16]=[CH:15][C:14]([C:17]3([CH2:23][NH2:24])[CH2:22][CH2:21][O:20][CH2:19][CH2:18]3)=[CH:13][CH:12]=2)[CH2:6][CH2:5]1)([CH3:3])[CH3:2].C(N(CC)CC)C.[C:32](OC(=O)C)(=[O:34])[CH3:33]. The catalyst is ClCCl.